Dataset: Reaction yield outcomes from USPTO patents with 853,638 reactions. Task: Predict the reaction yield, written as a fraction of the theoretical maximum amount of product (1.0 means a 100% yield; for example, 0.34 means a 34% yield). (1) The reactants are [CH2:1]([O:23][C:24]1[CH:60]=[CH:59][C:27]([C:28]([C:30]2[CH:35]=[CH:34][C:33]([O:36][CH2:37][CH2:38][CH2:39][CH2:40][CH2:41][CH2:42][CH2:43][CH2:44][CH2:45][CH2:46][CH2:47][CH2:48][CH2:49][CH2:50][CH2:51][CH2:52][CH2:53][CH2:54][CH2:55][CH2:56][CH2:57][CH3:58])=[CH:32][CH:31]=2)=[O:29])=[CH:26][CH:25]=1)[CH2:2][CH2:3][CH2:4][CH2:5][CH2:6][CH2:7][CH2:8][CH2:9][CH2:10][CH2:11][CH2:12][CH2:13][CH2:14][CH2:15][CH2:16][CH2:17][CH2:18][CH2:19][CH2:20][CH2:21][CH3:22].C1COCC1.[BH4-].[Na+].Cl. The catalyst is CO. The product is [CH2:1]([O:23][C:24]1[CH:25]=[CH:26][C:27]([CH:28]([OH:29])[C:30]2[CH:35]=[CH:34][C:33]([O:36][CH2:37][CH2:38][CH2:39][CH2:40][CH2:41][CH2:42][CH2:43][CH2:44][CH2:45][CH2:46][CH2:47][CH2:48][CH2:49][CH2:50][CH2:51][CH2:52][CH2:53][CH2:54][CH2:55][CH2:56][CH2:57][CH3:58])=[CH:32][CH:31]=2)=[CH:59][CH:60]=1)[CH2:2][CH2:3][CH2:4][CH2:5][CH2:6][CH2:7][CH2:8][CH2:9][CH2:10][CH2:11][CH2:12][CH2:13][CH2:14][CH2:15][CH2:16][CH2:17][CH2:18][CH2:19][CH2:20][CH2:21][CH3:22]. The yield is 0.990. (2) The reactants are Br[C:2]1[CH:3]=[C:4]([F:9])[CH:5]=[C:6](Br)[CH:7]=1.[Cu][C:11]#[N:12].[CH3:13][N:14](C=O)C. The catalyst is C(OCC)C. The product is [F:9][C:4]1[CH:3]=[C:2]([C:11]#[N:12])[CH:7]=[C:6]([CH:5]=1)[C:13]#[N:14]. The yield is 0.520. (3) The reactants are [NH2:1][CH2:2][CH2:3][O:4][C:5]1[CH:10]=[CH:9][C:8]([C:11]2[N:12]([CH2:24][CH3:25])[C:13]3[C:18]([C:19]=2[C:20]#[N:21])=[CH:17][CH:16]=[C:15]([O:22][CH3:23])[CH:14]=3)=[CH:7][CH:6]=1.[CH3:26][S:27](Cl)(=[O:29])=[O:28]. The catalyst is N1C=CC=CC=1. The product is [C:20]([C:19]1[C:18]2[C:13](=[CH:14][C:15]([O:22][CH3:23])=[CH:16][CH:17]=2)[N:12]([CH2:24][CH3:25])[C:11]=1[C:8]1[CH:9]=[CH:10][C:5]([O:4][CH2:3][CH2:2][NH:1][S:27]([CH3:26])(=[O:29])=[O:28])=[CH:6][CH:7]=1)#[N:21]. The yield is 0.860. (4) The catalyst is Cl.C(OCC)(=O)C. The yield is 0.830. The reactants are C([Si](C)(C)[O:6][CH2:7][CH2:8][N:9]1[CH:13]=[CH:12][C:11]([NH:14][C:15](=[O:34])[C@@H:16]([C:23]2[CH:28]=[CH:27][C:26]([S:29]([CH3:32])(=[O:31])=[O:30])=[C:25]([CH3:33])[CH:24]=2)[CH2:17][CH:18]2[CH2:22][CH2:21][CH2:20][CH2:19]2)=[N:10]1)(C)(C)C.C(O)C. The product is [CH:18]1([CH2:17][C@H:16]([C:23]2[CH:28]=[CH:27][C:26]([S:29]([CH3:32])(=[O:30])=[O:31])=[C:25]([CH3:33])[CH:24]=2)[C:15]([NH:14][C:11]2[CH:12]=[CH:13][N:9]([CH2:8][CH2:7][OH:6])[N:10]=2)=[O:34])[CH2:22][CH2:21][CH2:20][CH2:19]1. (5) The reactants are [NH2:1][C:2]1[C:7]([N+:8]([O-])=O)=[CH:6][C:5]([C:11]2[CH:16]=[CH:15][CH:14]=[CH:13][CH:12]=2)=[CH:4][C:3]=1[CH3:17]. The catalyst is C(OCC)(=O)C.CCCCCC.[C].[Pd]. The product is [NH2:8][C:7]1[CH:6]=[C:5]([C:11]2[CH:12]=[CH:13][CH:14]=[CH:15][CH:16]=2)[CH:4]=[C:3]([CH3:17])[C:2]=1[NH2:1]. The yield is 1.00. (6) The reactants are CC1C=CC(S(O[CH2:12][C@H:13]2[C@H:17]([O:18][CH2:19][C:20]3[CH:25]=[CH:24][CH:23]=[CH:22][CH:21]=3)[C@@H:16]([NH2:26])[CH2:15][O:14]2)(=O)=O)=CC=1.C(=O)([O-])[O-].[K+].[K+].[C:33](O[C:33]([O:35][C:36]([CH3:39])([CH3:38])[CH3:37])=[O:34])([O:35][C:36]([CH3:39])([CH3:38])[CH3:37])=[O:34]. The catalyst is CN(C)C=O.C(OCC)(=O)C. The product is [CH2:19]([O:18][C@@H:17]1[C@H:16]2[N:26]([C:33]([O:35][C:36]([CH3:39])([CH3:38])[CH3:37])=[O:34])[CH2:12][C@@H:13]1[O:14][CH2:15]2)[C:20]1[CH:21]=[CH:22][CH:23]=[CH:24][CH:25]=1. The yield is 0.512. (7) The reactants are [CH3:1][C:2]1[N:7]=[C:6]([C:8]2[CH:13]=[CH:12][N:11]=[C:10]([C:14]3[CH:15]=[C:16]([S:20](Cl)(=[O:22])=[O:21])[CH:17]=[CH:18][CH:19]=3)[CH:9]=2)[CH:5]=[C:4]([C:24]2[CH:29]=[CH:28][C:27]([C:30]([F:33])([F:32])[F:31])=[CH:26][CH:25]=2)[CH:3]=1.[NH:34]1[CH2:39][CH2:38][S:37][CH2:36][CH2:35]1. The catalyst is C1COCC1.CCOC(C)=O. The product is [CH3:1][C:2]1[N:7]=[C:6]([C:8]2[CH:13]=[CH:12][N:11]=[C:10]([C:14]3[CH:19]=[CH:18][CH:17]=[C:16]([S:20]([N:34]4[CH2:39][CH2:38][S:37][CH2:36][CH2:35]4)(=[O:22])=[O:21])[CH:15]=3)[CH:9]=2)[CH:5]=[C:4]([C:24]2[CH:29]=[CH:28][C:27]([C:30]([F:33])([F:32])[F:31])=[CH:26][CH:25]=2)[CH:3]=1. The yield is 0.660.